This data is from Full USPTO retrosynthesis dataset with 1.9M reactions from patents (1976-2016). The task is: Predict the reactants needed to synthesize the given product. Given the product [Cl:22][C:12]1[CH:13]=[C:14]([CH2:17][C:18]([O:20][CH3:21])=[O:19])[CH:15]=[CH:16][C:11]=1[N:10]=[C:6]=[S:7], predict the reactants needed to synthesize it. The reactants are: C(=O)([O-])[O-].[Ca+2].[C:6](Cl)(Cl)=[S:7].[NH2:10][C:11]1[CH:16]=[CH:15][C:14]([CH2:17][C:18]([O:20][CH3:21])=[O:19])=[CH:13][C:12]=1[Cl:22].Cl.